Dataset: Forward reaction prediction with 1.9M reactions from USPTO patents (1976-2016). Task: Predict the product of the given reaction. (1) Given the reactants C1(COC([NH:11][CH2:12][CH2:13][C:14]2[O:15][C:16]([C:25]3[CH:30]=[CH:29][C:28]([S:31]([NH2:34])(=[O:33])=[O:32])=[CH:27][CH:26]=3)=[C:17]([C:19]3[CH:24]=[CH:23][CH:22]=[CH:21][CH:20]=3)[N:18]=2)=O)C=CC=CC=1.C(O)(=O)C, predict the reaction product. The product is: [NH2:11][CH2:12][CH2:13][C:14]1[O:15][C:16]([C:25]2[CH:30]=[CH:29][C:28]([S:31]([NH2:34])(=[O:33])=[O:32])=[CH:27][CH:26]=2)=[C:17]([C:19]2[CH:20]=[CH:21][CH:22]=[CH:23][CH:24]=2)[N:18]=1. (2) Given the reactants [CH2:1]([C:6]1[C:10]2[CH:11]=[CH:12][CH:13]=[CH:14][C:9]=2[O:8][C:7]=1[C:15]1[CH:16]=[C:17]2[C:22](=[CH:23][CH:24]=1)[CH:21]=[C:20]([OH:25])[CH:19]=[CH:18]2)[CH2:2][CH2:3][CH2:4][CH3:5].C(=O)([O-])[O-].[Cs+].[Cs+].Br[CH2:33][C:34]([O:36][CH2:37][CH3:38])=[O:35], predict the reaction product. The product is: [CH2:37]([O:36][C:34](=[O:35])[CH2:33][O:25][C:20]1[CH:19]=[CH:18][C:17]2[C:22](=[CH:23][CH:24]=[C:15]([C:7]3[O:8][C:9]4[CH:14]=[CH:13][CH:12]=[CH:11][C:10]=4[C:6]=3[CH2:1][CH2:2][CH2:3][CH2:4][CH3:5])[CH:16]=2)[CH:21]=1)[CH3:38].